The task is: Predict the reactants needed to synthesize the given product.. This data is from Full USPTO retrosynthesis dataset with 1.9M reactions from patents (1976-2016). (1) Given the product [C:17]([C:14]1[CH:15]=[CH:16][C:11]([N:7]2[C:8]3[C:4](=[CH:3][C:2]([NH:1][C:30](=[O:31])[C:29]4[CH:28]=[CH:27][C:26]([N:23]5[CH2:24][CH2:25][CH:20]([OH:19])[CH2:21][CH2:22]5)=[CH:34][CH:33]=4)=[CH:10][CH:9]=3)[CH:5]=[N:6]2)=[CH:12][CH:13]=1)#[N:18], predict the reactants needed to synthesize it. The reactants are: [NH2:1][C:2]1[CH:3]=[C:4]2[C:8](=[CH:9][CH:10]=1)[N:7]([C:11]1[CH:16]=[CH:15][C:14]([C:17]#[N:18])=[CH:13][CH:12]=1)[N:6]=[CH:5]2.[OH:19][CH:20]1[CH2:25][CH2:24][N:23]([C:26]2[CH:34]=[CH:33][C:29]([C:30]([O-])=[O:31])=[CH:28][CH:27]=2)[CH2:22][CH2:21]1. (2) Given the product [ClH:27].[NH2:1][C:2]1[N:7]=[C:6]([O:8][CH3:9])[C:5]([C:10](=[O:26])[CH2:11][CH2:12][CH:13]2[CH2:18][CH2:17][NH:16][CH2:15][CH2:14]2)=[CH:4][C:3]=1[Cl:27], predict the reactants needed to synthesize it. The reactants are: [NH2:1][C:2]1[N:7]=[C:6]([O:8][CH3:9])[C:5]([C:10](=[O:26])[CH2:11][CH2:12][CH:13]2[CH2:18][CH2:17][N:16](C(OC(C)(C)C)=O)[CH2:15][CH2:14]2)=[CH:4][C:3]=1[Cl:27]. (3) Given the product [F:1][C:2]1[CH:3]=[CH:4][C:5]([C:8]2[C:18]([C:19]([NH:21][CH3:22])=[O:20])=[C:11]3[CH:12]=[C:13]([OH:16])[CH:14]=[CH:15][N:10]3[N:9]=2)=[CH:6][CH:7]=1, predict the reactants needed to synthesize it. The reactants are: [F:1][C:2]1[CH:7]=[CH:6][C:5]([C:8]2[C:18]([C:19]([NH:21][CH3:22])=[O:20])=[C:11]3[CH:12]=[C:13]([O:16]C)[CH:14]=[CH:15][N:10]3[N:9]=2)=[CH:4][CH:3]=1.[B-](Br)(Br)(Br)[S+](C)C. (4) Given the product [Cl:34][C:31]1[CH:32]=[CH:33][C:28]([C:18]([N:13]2[C:14]3[C:10](=[C:9]([NH:8][C:6](=[O:7])[O:5][C:1]([CH3:3])([CH3:2])[CH3:4])[CH:17]=[CH:16][CH:15]=3)[CH:11]=[N:12]2)([CH2:23][C:24]([F:26])([F:27])[F:25])[CH2:19][OH:20])=[CH:29][CH:30]=1, predict the reactants needed to synthesize it. The reactants are: [C:1]([O:5][C:6]([NH:8][C:9]1[CH:17]=[CH:16][CH:15]=[C:14]2[C:10]=1[CH:11]=[N:12][N:13]2[C:18]([C:28]1[CH:33]=[CH:32][C:31]([Cl:34])=[CH:30][CH:29]=1)([CH2:23][C:24]([F:27])([F:26])[F:25])[C:19](OC)=[O:20])=[O:7])([CH3:4])([CH3:3])[CH3:2].[H-].[H-].[H-].[H-].[Li+].[Al+3]. (5) Given the product [F:57][C:51]1[CH:52]=[C:53]([C:68]2[CH:67]=[C:66]([CH:71]=[CH:70][CH:69]=2)[C:64]([O:63][CH3:62])=[O:65])[CH:54]=[CH:55][C:50]=1[O:49][C@@H:36]1[C@@H:35]([OH:16])[C@@H:34]([OH:33])[C@H:39]([OH:40])[C@@H:38]([CH2:44][OH:45])[O:37]1, predict the reactants needed to synthesize it. The reactants are: CNC(=O)C1C=CC=C(C2C=CC([O:16][C@@H]3[C@@H](O)[C@@H](O)[C@H](O)[C@@H](CO)O3)=C(C)C=2)C=1.C([O:33][C@@H:34]1[C@@H:39]([O:40]C(=O)C)[C@@H:38]([CH2:44][O:45]C(=O)C)[O:37][C@H:36]([O:49][C:50]2[CH:55]=[CH:54][C:53](Br)=[CH:52][C:51]=2[F:57])[C@H:35]1CC([O-])=O)(=O)C.[CH3:62][O:63][C:64]([C:66]1[CH:67]=[C:68](B(O)O)[CH:69]=[CH:70][CH:71]=1)=[O:65]. (6) Given the product [NH2:1][C:2]1[CH:12]=[C:11]([CH:18]=[CH2:19])[C:10]([C:14]([F:17])([F:16])[F:15])=[CH:9][C:3]=1[C:4]([O:6][CH2:7][CH3:8])=[O:5], predict the reactants needed to synthesize it. The reactants are: [NH2:1][C:2]1[CH:12]=[C:11](Cl)[C:10]([C:14]([F:17])([F:16])[F:15])=[CH:9][C:3]=1[C:4]([O:6][CH2:7][CH3:8])=[O:5].[CH:18]([B-](F)(F)F)=[CH2:19].[K+].C(=O)([O-])[O-].[K+].[K+].C(OCC)(=O)C.